Predict the product of the given reaction. From a dataset of Forward reaction prediction with 1.9M reactions from USPTO patents (1976-2016). (1) Given the reactants [O:1]1[C:6]2[CH:7]=[CH:8][CH:9]=[C:10]([O:11][C:12]([N:14]3[CH2:18][C@H:17]([SH:19])[CH2:16][C@H:15]3[CH2:20][O:21][CH2:22][C:23]3[CH:28]=[C:27]([F:29])[C:26]([F:30])=[CH:25][C:24]=3[F:31])=[O:13])[C:5]=2[O:4][CH2:3][CH2:2]1.[C:32](Cl)(=[O:34])[CH3:33], predict the reaction product. The product is: [O:1]1[C:6]2[CH:7]=[CH:8][CH:9]=[C:10]([O:11][C:12]([N:14]3[CH2:18][C@H:17]([S:19][C:32](=[O:34])[CH3:33])[CH2:16][C@H:15]3[CH2:20][O:21][CH2:22][C:23]3[CH:28]=[C:27]([F:29])[C:26]([F:30])=[CH:25][C:24]=3[F:31])=[O:13])[C:5]=2[O:4][CH2:3][CH2:2]1. (2) Given the reactants [CH:1]1([O:6][C:7]2[CH:12]=[CH:11][CH:10]=[CH:9][C:8]=2[OH:13])[CH2:5][CH2:4][CH2:3][CH2:2]1.[Br:14]Br, predict the reaction product. The product is: [Br:14][C:11]1[CH:10]=[CH:9][C:8]([OH:13])=[C:7]([O:6][CH:1]2[CH2:5][CH2:4][CH2:3][CH2:2]2)[CH:12]=1. (3) Given the reactants [OH:1][C:2]1[CH:10]=[CH:9][C:5]([C:6]([NH2:8])=[S:7])=[CH:4][CH:3]=1.[CH2:11]([O:13][C:14](=[O:20])[CH:15](Cl)[C:16]([CH3:18])=O)[CH3:12], predict the reaction product. The product is: [CH2:11]([O:13][C:14]([C:15]1[S:7][C:6]([C:5]2[CH:9]=[CH:10][C:2]([OH:1])=[CH:3][CH:4]=2)=[N:8][C:16]=1[CH3:18])=[O:20])[CH3:12]. (4) Given the reactants [C:1]([NH:4][C:5]([CH2:17][CH2:18][C:19]1[CH:24]=[CH:23][CH:22]=[CH:21][N:20]=1)([CH2:13][CH2:14][CH:15]=[CH2:16])[C:6]([NH:8][C:9]([CH3:12])([CH3:11])[CH3:10])=[O:7])(=[O:3])[CH3:2].[CH3:25][C:26]1([CH3:33])[C:30]([CH3:32])([CH3:31])[O:29][BH:28][O:27]1.O, predict the reaction product. The product is: [C:1]([NH:4][C:5]([CH2:17][CH2:18][C:19]1[CH:24]=[CH:23][CH:22]=[CH:21][N:20]=1)([CH2:13][CH2:14][CH2:15][CH2:16][B:28]1[O:29][C:30]([CH3:32])([CH3:31])[C:26]([CH3:33])([CH3:25])[O:27]1)[C:6]([NH:8][C:9]([CH3:12])([CH3:11])[CH3:10])=[O:7])(=[O:3])[CH3:2]. (5) Given the reactants CO[C:3](=[O:13])[C:4]1[C:9]([F:10])=[CH:8][C:7]([OH:11])=[CH:6][C:5]=1[F:12].Cl.Cl[CH2:16][C:17]1[N:18]=[CH:19][S:20][CH:21]=1.[CH3:22][C@@H:23]1[CH2:27][CH2:26][CH2:25][N:24]1[CH2:28][C@@H:29]1[CH2:33][CH2:32][CH2:31][NH:30]1, predict the reaction product. The product is: [F:10][C:9]1[CH:8]=[C:7]([O:11][CH2:16][C:17]2[N:18]=[CH:19][S:20][CH:21]=2)[CH:6]=[C:5]([F:12])[C:4]=1[C:3]([N:30]1[CH2:31][CH2:32][CH2:33][C@H:29]1[CH2:28][N:24]1[CH2:25][CH2:26][CH2:27][C@H:23]1[CH3:22])=[O:13]. (6) Given the reactants [N:1]1[CH:6]=[CH:5][CH:4]=[C:3]([CH:7]=O)[CH:2]=1.[CH3:9][O:10][C:11](=[O:33])[C@H:12]([CH2:29][CH2:30][S:31][CH3:32])[NH:13][C:14](=[O:28])[C:15]1[CH:20]=[CH:19][C:18](N)=[CH:17][C:16]=1[C:22]1[CH:27]=[CH:26][CH:25]=[CH:24][CH:23]=1.[BH3-]C#[N:36].[Na+].C([O-])(O)=O.[Na+], predict the reaction product. The product is: [CH3:9][O:10][C:11](=[O:33])[C@H:12]([CH2:29][CH2:30][S:31][CH3:32])[NH:13][C:14](=[O:28])[C:15]1[CH:20]=[CH:19][C:18]([C:2]2[C:3]([CH2:7][NH2:36])=[CH:4][CH:5]=[CH:6][N:1]=2)=[CH:17][C:16]=1[C:22]1[CH:27]=[CH:26][CH:25]=[CH:24][CH:23]=1.